Predict the reaction yield, written as a fraction of the theoretical maximum amount of product (1.0 means a 100% yield; for example, 0.34 means a 34% yield). From a dataset of Reaction yield outcomes from USPTO patents with 853,638 reactions. (1) The reactants are [Si:1]([O:8][C@@H:9]([C:25]1[CH:30]=[CH:29][CH:28]=[CH:27][C:26]=1[C:31]1[CH:36]=[CH:35][C:34]([Cl:37])=[CH:33][CH:32]=1)[CH:10]1[CH2:15][CH2:14][N:13]([C:16]2[CH:24]=[CH:23][C:19]([C:20](O)=[O:21])=[CH:18][CH:17]=2)[CH2:12][CH2:11]1)([C:4]([CH3:7])([CH3:6])[CH3:5])([CH3:3])[CH3:2].[Si:38]([O:55][CH2:56][CH2:57][N:58]([CH3:88])[CH2:59][CH2:60][C@@H:61]([NH:70][C:71]1[CH:76]=[CH:75][C:74]([S:77]([NH2:80])(=[O:79])=[O:78])=[CH:73][C:72]=1[S:81]([C:84]([F:87])([F:86])[F:85])(=[O:83])=[O:82])[CH2:62][S:63][C:64]1[CH:69]=[CH:68][CH:67]=[CH:66][CH:65]=1)([C:51]([CH3:54])([CH3:53])[CH3:52])([C:45]1[CH:50]=[CH:49][CH:48]=[CH:47][CH:46]=1)[C:39]1[CH:44]=[CH:43][CH:42]=[CH:41][CH:40]=1. No catalyst specified. The product is [Si:1]([O:8][C@@H:9]([C:25]1[CH:30]=[CH:29][CH:28]=[CH:27][C:26]=1[C:31]1[CH:36]=[CH:35][C:34]([Cl:37])=[CH:33][CH:32]=1)[CH:10]1[CH2:15][CH2:14][N:13]([C:16]2[CH:24]=[CH:23][C:19]([C:20]([NH:80][S:77]([C:74]3[CH:75]=[CH:76][C:71]([NH:70][C@H:61]([CH2:60][CH2:59][N:58]([CH2:57][CH2:56][O:55][Si:38]([C:51]([CH3:52])([CH3:54])[CH3:53])([C:39]4[CH:40]=[CH:41][CH:42]=[CH:43][CH:44]=4)[C:45]4[CH:50]=[CH:49][CH:48]=[CH:47][CH:46]=4)[CH3:88])[CH2:62][S:63][C:64]4[CH:69]=[CH:68][CH:67]=[CH:66][CH:65]=4)=[C:72]([S:81]([C:84]([F:86])([F:87])[F:85])(=[O:82])=[O:83])[CH:73]=3)(=[O:78])=[O:79])=[O:21])=[CH:18][CH:17]=2)[CH2:12][CH2:11]1)([C:4]([CH3:7])([CH3:6])[CH3:5])([CH3:3])[CH3:2]. The yield is 0.880. (2) The reactants are [Cl:1][C:2]1[CH:10]=[CH:9][CH:8]=[C:7]([CH:11]2[CH2:13][CH2:12]2)[C:3]=1[C:4](O)=[O:5].C(Cl)(=O)C([Cl:17])=O. The catalyst is C(Cl)Cl. The product is [Cl:1][C:2]1[CH:10]=[CH:9][CH:8]=[C:7]([CH:11]2[CH2:13][CH2:12]2)[C:3]=1[C:4]([Cl:17])=[O:5]. The yield is 0.860. (3) The reactants are B.O1CCCC1.[NH2:7][C:8]1[C:16]([Cl:17])=[CH:15][CH:14]=[CH:13][C:9]=1[C:10](O)=[O:11].[OH-].[Na+]. The catalyst is O1CCCC1. The product is [NH2:7][C:8]1[C:16]([Cl:17])=[CH:15][CH:14]=[CH:13][C:9]=1[CH2:10][OH:11]. The yield is 1.00.